From a dataset of Full USPTO retrosynthesis dataset with 1.9M reactions from patents (1976-2016). Predict the reactants needed to synthesize the given product. (1) Given the product [CH3:18][O:19][C:23](=[O:24])[C:2]1[CH:7]=[C:6]([O:8][CH3:9])[CH:5]=[C:4]([Br:10])[CH:3]=1, predict the reactants needed to synthesize it. The reactants are: Br[C:2]1[CH:7]=[C:6]([O:8][CH3:9])[CH:5]=[C:4]([Br:10])[CH:3]=1.CCN(CC)CC.[CH3:18][OH:19].CN([CH:23]=[O:24])C. (2) Given the product [N:14]([C@@H:6]1[CH2:7][CH2:8][C:2]([F:9])([F:1])[CH2:3][C@H:4]1[OH:5])=[N+:15]=[N-:16], predict the reactants needed to synthesize it. The reactants are: [F:1][C:2]1([F:9])[CH2:8][CH2:7][CH:6]2[CH:4]([O:5]2)[CH2:3]1.C[Si]([N:14]=[N+:15]=[N-:16])(C)C.C12(CS(O)(=O)=O)C(C)(C)C(CC1)CC2=O. (3) Given the product [Cl:1][C:2]1[CH:7]=[C:6]([O:8][C:9]2[CH:20]=[CH:19][C:12]3[N:13]=[C:14]([NH:21][C@H:22]4[CH2:27][CH2:26][CH2:25][N:24]([C:28]([O:30][C:31]([CH3:34])([CH3:33])[CH3:32])=[O:29])[CH2:23]4)[S:15][C:11]=3[CH:10]=2)[CH:5]=[CH:4][N:3]=1, predict the reactants needed to synthesize it. The reactants are: [Cl:1][C:2]1[CH:7]=[C:6]([O:8][C:9]2[CH:20]=[CH:19][C:12]3[N:13]=[C:14](S(C)=O)[S:15][C:11]=3[CH:10]=2)[CH:5]=[CH:4][N:3]=1.[NH2:21][C@H:22]1[CH2:27][CH2:26][CH2:25][N:24]([C:28]([O:30][C:31]([CH3:34])([CH3:33])[CH3:32])=[O:29])[CH2:23]1.CCN(C(C)C)C(C)C.